Predict the product of the given reaction. From a dataset of Forward reaction prediction with 1.9M reactions from USPTO patents (1976-2016). (1) Given the reactants [C:1]([O:6][CH3:7])(=[O:5])[C:2]([CH3:4])=[CH2:3].C=C, predict the reaction product. The product is: [CH2:1]=[CH:2][CH3:3].[C:1]([O:6][CH3:7])(=[O:5])[C:2]([CH3:4])=[CH2:3]. (2) Given the reactants Br[C:2]1[CH:3]=[C:4]2[C:9](=[CH:10][CH:11]=1)[N:8]=[CH:7][CH:6]=[N:5]2.[CH2:12]([OH:15])[CH:13]=[CH2:14].C1(N(C)C2CCCCC2)CCCCC1, predict the reaction product. The product is: [N:8]1[C:9]2[C:4](=[CH:3][C:2]([CH2:14][CH2:13][CH:12]=[O:15])=[CH:11][CH:10]=2)[N:5]=[CH:6][CH:7]=1. (3) Given the reactants [Cl:1][C:2]1[CH:31]=[CH:30][C:5]([CH2:6][NH:7][C:8]([C:10]2[C:19](=[O:20])[C:18]3[C:13](=[C:14](I)[CH:15]=[C:16]([CH2:21][N:22]4[CH2:27][CH2:26][O:25][CH2:24][CH2:23]4)[CH:17]=3)[N:12]([CH3:29])[CH:11]=2)=[O:9])=[CH:4][CH:3]=1.[C:32]([C:34]1[CH:35]=[N:36][CH:37]=[CH:38][CH:39]=1)#[CH:33].C(NCC)C, predict the reaction product. The product is: [Cl:1][C:2]1[CH:31]=[CH:30][C:5]([CH2:6][NH:7][C:8]([C:10]2[C:19](=[O:20])[C:18]3[C:13](=[C:14]([C:33]#[C:32][C:34]4[CH:35]=[N:36][CH:37]=[CH:38][CH:39]=4)[CH:15]=[C:16]([CH2:21][N:22]4[CH2:27][CH2:26][O:25][CH2:24][CH2:23]4)[CH:17]=3)[N:12]([CH3:29])[CH:11]=2)=[O:9])=[CH:4][CH:3]=1. (4) Given the reactants [C:1]1([C:7]2[O:11][C:10]([C:12]3[CH:13]=[N:14][NH:15][C:16]=3[NH2:17])=[N:9][CH:8]=2)[CH:6]=[CH:5][CH:4]=[CH:3][CH:2]=1.[Cl:18][C:19]1[CH:24]=[CH:23][C:22]([C:25](=O)[CH2:26][C:27](OCC)=[O:28])=[CH:21][C:20]=1[O:33][CH3:34].CC1C=CC(S(O)(=O)=O)=CC=1, predict the reaction product. The product is: [Cl:18][C:19]1[CH:24]=[CH:23][C:22]([C:25]2[NH:17][C:16]3[N:15]([N:14]=[CH:13][C:12]=3[C:10]3[O:11][C:7]([C:1]4[CH:2]=[CH:3][CH:4]=[CH:5][CH:6]=4)=[CH:8][N:9]=3)[C:27](=[O:28])[CH:26]=2)=[CH:21][C:20]=1[O:33][CH3:34]. (5) Given the reactants FC1C=CC=CC=1C[C:5]1[CH:6]=[C:7]([CH:15]=[CH:16][C:17]=1[O:18][CH2:19][C:20]1[CH:25]=[CH:24][CH:23]=[CH:22][C:21]=1[F:26])[CH2:8][NH:9][C@H:10]([CH3:14])[C:11]([NH2:13])=[O:12].CS(O)(=O)=O, predict the reaction product. The product is: [F:26][C:21]1[CH:22]=[CH:23][CH:24]=[CH:25][C:20]=1[CH2:19][O:18][C:17]1[CH:5]=[CH:6][C:7]([CH2:8][NH:9][C@H:10]([CH3:14])[C:11]([NH2:13])=[O:12])=[CH:15][CH:16]=1. (6) Given the reactants [F:1][C:2]1[CH:3]=[CH:4][C:5]2[O:10][CH2:9][CH:8]3[C:11]([CH2:23][CH2:24][CH2:25][OH:26])([C:17]4[CH:22]=[CH:21][CH:20]=[CH:19][CH:18]=4)[C:12]([C:14](=[O:16])[CH3:15])=[N:13][N:7]3[C:6]=2[CH:27]=1.CC(OI1(OC(C)=O)(OC(C)=O)OC(=O)C2C=CC=CC1=2)=O.S([O-])([O-])(=O)=S.[Na+].[Na+].C([O-])(O)=O.[Na+], predict the reaction product. The product is: [C:14]([C:12]1[C:11]([CH2:23][CH2:24][CH:25]=[O:26])([C:17]2[CH:18]=[CH:19][CH:20]=[CH:21][CH:22]=2)[CH:8]2[CH2:9][O:10][C:5]3[CH:4]=[CH:3][C:2]([F:1])=[CH:27][C:6]=3[N:7]2[N:13]=1)(=[O:16])[CH3:15]. (7) Given the reactants C([O:3][C:4](=[O:31])[CH2:5][C:6]1[C:7]([CH3:30])=[C:8]([S:19][C:20]2[CH:25]=[CH:24][C:23]([S:26]([CH3:29])(=[O:28])=[O:27])=[CH:22][CH:21]=2)[N:9]2[C:14]=1[CH:13]=[CH:12][C:11]([C:15]([F:18])([F:17])[F:16])=[CH:10]2)C.C([O:34][C:35](=[O:63])[CH2:36][C:37]1[C:38]([CH3:62])=[C:39]([S:51][C:52]2[CH:57]=[CH:56][C:55]([S:58]([CH3:61])(=[O:60])=[O:59])=[CH:54][CH:53]=2)[N:40]2[C:45]=1[CH:44]=[C:43]([Cl:46])[C:42]([C:47]([F:50])([F:49])[F:48])=[CH:41]2)C.[OH-].[Na+], predict the reaction product. The product is: [CH3:29][S:26]([C:23]1[CH:24]=[CH:25][C:20]([S:19][C:8]2[N:9]3[C:14]([CH:13]=[CH:12][C:11]([C:15]([F:17])([F:18])[F:16])=[CH:10]3)=[C:6]([CH2:5][C:4]([OH:31])=[O:3])[C:7]=2[CH3:30])=[CH:21][CH:22]=1)(=[O:27])=[O:28].[Cl:46][C:43]1[C:42]([C:47]([F:49])([F:48])[F:50])=[CH:41][N:40]2[C:45]([CH:44]=1)=[C:37]([CH2:36][C:35]([OH:63])=[O:34])[C:38]([CH3:62])=[C:39]2[S:51][C:52]1[CH:53]=[CH:54][C:55]([S:58]([CH3:61])(=[O:59])=[O:60])=[CH:56][CH:57]=1.